Predict which catalyst facilitates the given reaction. From a dataset of Catalyst prediction with 721,799 reactions and 888 catalyst types from USPTO. (1) Reactant: [C:1]([O:5][C:6]([N:8]1[CH2:13][CH2:12][CH:11]([CH2:14][C:15]([OH:17])=O)[CH2:10][CH2:9]1)=[O:7])([CH3:4])([CH3:3])[CH3:2].[NH2:18][C:19]1[CH:24]=[CH:23][C:22]([Br:25])=[CH:21][C:20]=1[OH:26].C(Cl)CCl. Product: [Br:25][C:22]1[CH:23]=[CH:24][C:19]([NH:18][C:15](=[O:17])[CH2:14][CH:11]2[CH2:10][CH2:9][N:8]([C:6]([O:5][C:1]([CH3:2])([CH3:3])[CH3:4])=[O:7])[CH2:13][CH2:12]2)=[C:20]([OH:26])[CH:21]=1. The catalyst class is: 10. (2) Reactant: Br[CH2:2][C:3]1[CH:8]=[CH:7][C:6]([N+:9]([O-:11])=[O:10])=[CH:5][CH:4]=1.C(N(CC)CC)C.[NH:19]1[CH2:24][CH2:23][O:22][CH2:21][CH2:20]1. Product: [N+:9]([C:6]1[CH:7]=[CH:8][C:3]([CH2:2][N:19]2[CH2:24][CH2:23][O:22][CH2:21][CH2:20]2)=[CH:4][CH:5]=1)([O-:11])=[O:10]. The catalyst class is: 4. (3) Reactant: [CH3:1][O:2][C:3](=[O:19])[C@@H:4]1[CH2:8][CH2:7][CH2:6][N:5]1[C:9]([O:11][CH2:12][C:13]1[CH:18]=[CH:17][CH:16]=[CH:15][CH:14]=1)=[O:10].[CH:20]([N-]C(C)C)([CH3:22])[CH3:21].[Li+].C(I)C=C.[Cl-].[NH4+]. Product: [CH2:22]([C:4]1([C:3]([O:2][CH3:1])=[O:19])[CH2:8][CH2:7][CH2:6][N:5]1[C:9]([O:11][CH2:12][C:13]1[CH:18]=[CH:17][CH:16]=[CH:15][CH:14]=1)=[O:10])[CH:20]=[CH2:21]. The catalyst class is: 1. (4) The catalyst class is: 25. Reactant: [Si]([N:5]=[N+:6]=[N-:7])(C)(C)C.[F:8][C:9]1[CH:14]=[CH:13][C:12]([N:15]=[C:16]=[O:17])=[C:11]([O:18][CH:19]([CH3:21])[CH3:20])[CH:10]=1. Product: [F:8][C:9]1[CH:14]=[CH:13][C:12]([N:15]2[C:16](=[O:17])[NH:7][N:6]=[N:5]2)=[C:11]([O:18][CH:19]([CH3:21])[CH3:20])[CH:10]=1. (5) The catalyst class is: 205. Reactant: N1[CH2:6][CH2:5][CH2:4][CH2:3][CH2:2]1.[C:7]([Si:9]([CH3:12])([CH3:11])[CH3:10])#C.[CH3:13][C:14](OC)(C)C. Product: [CH:3]1([C:4]#[C:5][C:6]#[C:7][Si:9]([CH3:12])([CH3:11])[CH3:10])[CH2:14][CH2:13][CH2:2]1. (6) Reactant: [C:1](=O)([O-])[O-].[K+].[K+].Cl.CN1C(C2C=CN=C(NC3C=CC(S(=O)(=O)NC[CH2:30][O:31][CH2:32][CH2:33]OC)=CC=3)N=2)=CN=C1C.[Br:39][C:40]1[CH:45]=[CH:44][C:43](S)=[CH:42][CH:41]=1.O[O:48][S:49]([O-:51])=O.[K+]. Product: [CH3:30][O:31][CH2:32][CH2:33][CH2:1][S:49]([C:43]1[CH:44]=[CH:45][C:40]([Br:39])=[CH:41][CH:42]=1)(=[O:51])=[O:48]. The catalyst class is: 18.